This data is from Merck oncology drug combination screen with 23,052 pairs across 39 cell lines. The task is: Regression. Given two drug SMILES strings and cell line genomic features, predict the synergy score measuring deviation from expected non-interaction effect. Drug 1: COc1cccc2c1C(=O)c1c(O)c3c(c(O)c1C2=O)CC(O)(C(=O)CO)CC3OC1CC(N)C(O)C(C)O1. Drug 2: Cn1cc(-c2cnn3c(N)c(Br)c(C4CCCNC4)nc23)cn1. Cell line: HCT116. Synergy scores: synergy=6.71.